Dataset: Peptide-MHC class I binding affinity with 185,985 pairs from IEDB/IMGT. Task: Regression. Given a peptide amino acid sequence and an MHC pseudo amino acid sequence, predict their binding affinity value. This is MHC class I binding data. The peptide sequence is KLVAYQATV. The MHC is HLA-A02:05 with pseudo-sequence HLA-A02:05. The binding affinity (normalized) is 0.712.